This data is from Reaction yield outcomes from USPTO patents with 853,638 reactions. The task is: Predict the reaction yield, written as a fraction of the theoretical maximum amount of product (1.0 means a 100% yield; for example, 0.34 means a 34% yield). (1) The reactants are [N:1]1(CO)[C:9]2[C:4](=[CH:5][CH:6]=[CH:7][CH:8]=2)[CH:3]=[CH:2]1.N1[CH:16]=[CH:15]N=C1.[Si:17](Cl)([C:20]([CH3:23])([CH3:22])[CH3:21])(C)C.[OH2:25].Cl[CH2:27]Cl. No catalyst specified. The product is [C:20]([SiH2:17][O:25][C:15]([CH3:16])([CH3:27])[C:6]1[CH:5]=[C:4]2[C:9](=[CH:8][CH:7]=1)[NH:1][CH:2]=[CH:3]2)([CH3:23])([CH3:22])[CH3:21]. The yield is 0.910. (2) The reactants are O.[OH-].[Li+].C[O:5][C:6]([C:8]1[CH:13]=[N:12][C:11]([O:14][CH2:15][C:16]2[N:17]([C:22]3[CH:27]=[CH:26][C:25]([F:28])=[CH:24][CH:23]=3)[N:18]=[N:19][C:20]=2[CH3:21])=[CH:10][N:9]=1)=[O:7]. The catalyst is O.C1COCC1. The product is [F:28][C:25]1[CH:24]=[CH:23][C:22]([N:17]2[C:16]([CH2:15][O:14][C:11]3[N:12]=[CH:13][C:8]([C:6]([OH:7])=[O:5])=[N:9][CH:10]=3)=[C:20]([CH3:21])[N:19]=[N:18]2)=[CH:27][CH:26]=1. The yield is 1.00. (3) The reactants are [CH3:1][N:2]1[CH2:7][CH2:6][N:5]([C:8]2[CH:9]=[N:10][CH:11]=[C:12]([N+:15]([O-])=O)[C:13]=2[NH2:14])[CH2:4][CH2:3]1. The catalyst is CO.[Pd]. The product is [CH3:1][N:2]1[CH2:3][CH2:4][N:5]([C:8]2[C:13]([NH2:14])=[C:12]([NH2:15])[CH:11]=[N:10][CH:9]=2)[CH2:6][CH2:7]1. The yield is 0.990. (4) The reactants are Br[C:2]1[C:3]2[S:17][CH:16]=[CH:15][C:4]=2[N:5]=[C:6]([C:8]2[CH:9]=[C:10]([OH:14])[CH:11]=[CH:12][CH:13]=2)[N:7]=1.C([Sn](CCCC)(CCCC)[C:23]1[S:27][CH:26]=[N:25][CH:24]=1)CCC. The catalyst is CC(N(C)C)=O.C1C=CC([P]([Pd]([P](C2C=CC=CC=2)(C2C=CC=CC=2)C2C=CC=CC=2)([P](C2C=CC=CC=2)(C2C=CC=CC=2)C2C=CC=CC=2)[P](C2C=CC=CC=2)(C2C=CC=CC=2)C2C=CC=CC=2)(C2C=CC=CC=2)C2C=CC=CC=2)=CC=1. The product is [S:27]1[C:23]([C:2]2[C:3]3[S:17][CH:16]=[CH:15][C:4]=3[N:5]=[C:6]([C:8]3[CH:9]=[C:10]([OH:14])[CH:11]=[CH:12][CH:13]=3)[N:7]=2)=[CH:24][N:25]=[CH:26]1. The yield is 0.140.